Dataset: Catalyst prediction with 721,799 reactions and 888 catalyst types from USPTO. Task: Predict which catalyst facilitates the given reaction. Reactant: [CH3:1][N:2]([CH3:11])[C:3]1[CH:10]=[CH:9][C:6]([CH:7]=[O:8])=[CH:5][CH:4]=1.FC(F)(F)S(O[C:18]1[CH:23]=[CH:22]C=[CH:20][C:19]=1[Si](C)(C)C)(=O)=O.[F-].[K+].C1OCCOCCOCCOCCOCCOC1. Product: [CH3:1][N:2]([C:11]1[CH:22]=[CH:23][CH:18]=[CH:19][CH:20]=1)[C:3]1[CH:10]=[CH:9][C:6]([CH:7]=[O:8])=[CH:5][CH:4]=1. The catalyst class is: 1.